Task: Predict the reaction yield, written as a fraction of the theoretical maximum amount of product (1.0 means a 100% yield; for example, 0.34 means a 34% yield).. Dataset: Reaction yield outcomes from USPTO patents with 853,638 reactions (1) The reactants are [CH3:1][O:2][C:3]1[N:8]=[CH:7][C:6]([CH:9](O)[CH3:10])=[CH:5][CH:4]=1.C(N(CC)CC)C.CS(Cl)(=O)=O. The catalyst is C1COCC1. The product is [CH3:1][O:2][C:3]1[CH:4]=[CH:5][C:6]([CH:9]=[CH2:10])=[CH:7][N:8]=1. The yield is 0.370. (2) The catalyst is CO.C(O)(=O)C. The reactants are [NH:1]1[CH2:4][CH:3]([C:5]2[CH:6]=[CH:7][C:8]([NH:11][C:12]3[C:13](=[O:20])[N:14]([CH3:19])[CH:15]=[C:16]([Br:18])[CH:17]=3)=[N:9][CH:10]=2)[CH2:2]1.[CH3:21][CH:22]=O.[OH-].[Na+]. The product is [Br:18][C:16]1[CH:17]=[C:12]([NH:11][C:8]2[CH:7]=[CH:6][C:5]([CH:3]3[CH2:4][N:1]([CH2:21][CH3:22])[CH2:2]3)=[CH:10][N:9]=2)[C:13](=[O:20])[N:14]([CH3:19])[CH:15]=1. The yield is 0.430. (3) The reactants are [O:1]=[C:2]1[N:10]([CH2:11][CH2:12][CH3:13])[C:9]2[NH:8][C:7]([C:14]34[CH2:21][CH2:20][C:17]([CH:22]=[N:23]O)([CH2:18][CH2:19]3)[CH2:16][CH2:15]4)=[N:6][C:5]=2[C:4](=[O:25])[N:3]1[CH2:26][CH2:27][CH3:28].O=P(Cl)(Cl)Cl.O. The catalyst is C(Cl)(Cl)Cl. The product is [O:1]=[C:2]1[N:10]([CH2:11][CH2:12][CH3:13])[C:9]2[NH:8][C:7]([C:14]34[CH2:19][CH2:18][C:17]([C:22]#[N:23])([CH2:20][CH2:21]3)[CH2:16][CH2:15]4)=[N:6][C:5]=2[C:4](=[O:25])[N:3]1[CH2:26][CH2:27][CH3:28]. The yield is 0.950. (4) The reactants are [NH2:1][CH2:2][CH2:3][C:4]1[N:5]=[C:6]([NH:9][C:10]2[C:15]([O:16][CH2:17][C:18]3[CH:23]=[CH:22][CH:21]=[CH:20][CH:19]=3)=[CH:14][CH:13]=[CH:12][N:11]=2)[S:7][CH:8]=1.[N:24]([C:27]1[CH:32]=[CH:31][CH:30]=[CH:29][CH:28]=1)=[C:25]=[O:26].C(OCC)(=O)C. The catalyst is CN(C=O)C. The product is [CH2:17]([O:16][C:15]1[C:10]([NH:9][C:6]2[S:7][CH:8]=[C:4]([CH2:3][CH2:2][NH:1][C:25]([NH:24][C:27]3[CH:32]=[CH:31][CH:30]=[CH:29][CH:28]=3)=[O:26])[N:5]=2)=[N:11][CH:12]=[CH:13][CH:14]=1)[C:18]1[CH:23]=[CH:22][CH:21]=[CH:20][CH:19]=1. The yield is 0.358. (5) The reactants are [Cl:1][C:2]1[CH:7]=[CH:6][CH:5]=[C:4]([CH3:8])[N:3]=1.C1C(=O)N([Br:16])C(=O)C1.C(OOC(=O)C1C=CC=CC=1)(=O)C1C=CC=CC=1. The catalyst is C(Cl)(Cl)(Cl)Cl. The product is [Br:16][CH2:8][C:4]1[CH:5]=[CH:6][CH:7]=[C:2]([Cl:1])[N:3]=1. The yield is 0.410. (6) The reactants are [Cl:1][C:2]1[C:11]([N+:12]([O-])=O)=[CH:10][C:5]([C:6]([O:8][CH3:9])=[O:7])=[CH:4][C:3]=1[O:15][CH3:16].CCO.N#N. The catalyst is [Fe].O. The product is [NH2:12][C:11]1[C:2]([Cl:1])=[C:3]([O:15][CH3:16])[CH:4]=[C:5]([CH:10]=1)[C:6]([O:8][CH3:9])=[O:7]. The yield is 0.860. (7) The reactants are [NH2:1][C:2]1[CH:3]=[C:4]([C:8]2[C:16]3[C:11](=[CH:12][CH:13]=[C:14]([C:17]([NH2:19])=[O:18])[CH:15]=3)[N:10](C3CCCCO3)[N:9]=2)[CH:5]=[CH:6][CH:7]=1.[S:26]1[CH:30]=[CH:29][CH:28]=[C:27]1[C:31](O)=[O:32].CCN=C=NCCCN(C)C. No catalyst specified. The product is [S:26]1[CH:30]=[CH:29][CH:28]=[C:27]1[C:31]([NH:1][C:2]1[CH:3]=[C:4]([C:8]2[C:16]3[C:11](=[CH:12][CH:13]=[C:14]([C:17]([NH2:19])=[O:18])[CH:15]=3)[NH:10][N:9]=2)[CH:5]=[CH:6][CH:7]=1)=[O:32]. The yield is 0.260.